Dataset: Full USPTO retrosynthesis dataset with 1.9M reactions from patents (1976-2016). Task: Predict the reactants needed to synthesize the given product. (1) Given the product [Cl:1][C:2]1[CH:10]=[CH:9][CH:8]=[C:7]([Cl:11])[C:3]=1[C:4]([NH:21][C:20]1[C:16]([C:14]([OH:15])=[O:13])=[N:17][NH:18][CH:19]=1)=[O:5], predict the reactants needed to synthesize it. The reactants are: [Cl:1][C:2]1[CH:10]=[CH:9][CH:8]=[C:7]([Cl:11])[C:3]=1[C:4](Cl)=[O:5].C[O:13][C:14]([C:16]1[C:20]([NH2:21])=[CH:19][NH:18][N:17]=1)=[O:15].C(N(CC)CC)C. (2) Given the product [CH3:1][C:2]1[C:8]([OH:17])(/[CH:9]=[CH:10]/[C:11](/[CH3:16])=[CH:12]\[C:13]([OH:15])=[O:14])[C:7]([CH3:19])([CH3:18])[CH2:6][C:4](=[O:5])[CH:3]=1, predict the reactants needed to synthesize it. The reactants are: [CH3:1][C:2]1[C@:8]([OH:17])(/[CH:9]=[CH:10]/[C:11](/[CH3:16])=[CH:12]\[C:13]([OH:15])=[O:14])[C:7]([CH3:19])([CH3:18])[CH2:6][C:4](=[O:5])[CH:3]=1.[OH-].[K+].N.C([O-])(=O)/C=C/C=C/C.[K+]. (3) Given the product [ClH:1].[Cl:20][C:21]1[CH:22]=[C:23]2[C:31](=[CH:32][CH:33]=1)[C:26]1([CH2:30][CH2:29][N:28]([CH2:2][CH2:3][CH2:4][CH2:5][N:6]3[CH:11]=[C:10]([C:12]4[S:13][CH:14]=[CH:15][CH:16]=4)[C:9](=[O:17])[NH:8][C:7]3=[O:18])[CH2:27]1)[CH2:25][CH2:24]2, predict the reactants needed to synthesize it. The reactants are: [Cl:1][CH2:2][CH2:3][CH2:4][CH2:5][N:6]1[CH:11]=[C:10]([C:12]2[S:13][CH:14]=[CH:15][CH:16]=2)[C:9](=[O:17])[NH:8][C:7]1=[O:18].Cl.[Cl:20][C:21]1[CH:22]=[C:23]2[C:31](=[CH:32][CH:33]=1)[C:26]1([CH2:30][CH2:29][NH:28][CH2:27]1)[CH2:25][CH2:24]2.C(=O)([O-])[O-].[K+].[K+].[I-].[Na+]. (4) Given the product [C:2]1([CH:9]=[CH:8][C:3]2[CH:4]=[CH:5][CH:6]=[CH:7][CH:2]=2)[CH:7]=[CH:6][CH:5]=[CH:4][C:3]=1[C:8]1[CH:13]=[C:12]([C:14]2[CH:19]=[CH:18][CH:17]=[CH:16][C:15]=2[CH:28]=[CH:29][C:30]2[CH:35]=[CH:34][CH:33]=[CH:32][CH:31]=2)[CH:11]=[C:10]([C:21]2[CH:26]=[CH:25][CH:24]=[CH:23][C:22]=2[CH:11]=[CH:12][C:14]2[CH:19]=[CH:18][CH:17]=[CH:16][CH:15]=2)[CH:9]=1, predict the reactants needed to synthesize it. The reactants are: Br[C:2]1[CH:7]=[CH:6][CH:5]=[CH:4][C:3]=1[C:8]1[CH:13]=[C:12]([C:14]2[CH:19]=[CH:18][CH:17]=[CH:16][C:15]=2Br)[CH:11]=[C:10]([C:21]2[CH:26]=[CH:25][CH:24]=[CH:23][C:22]=2Br)[CH:9]=1.[CH2:28]=[CH:29][C:30]1[CH:35]=[CH:34][CH:33]=[CH:32][CH:31]=1.C([O-])([O-])=O.[K+].[K+].[Cl-].[K+]. (5) Given the product [F:1][C:2]1[CH:11]=[C:10]2[C:5]([CH:6]=[CH:7][CH:8]=[N:9]2)=[CH:4][C:3]=1[CH:12]([CH3:17])[C:13]([NH:19][NH2:20])=[O:14], predict the reactants needed to synthesize it. The reactants are: [F:1][C:2]1[CH:11]=[C:10]2[C:5]([CH:6]=[CH:7][CH:8]=[N:9]2)=[CH:4][C:3]=1[CH:12]([CH3:17])[C:13](OC)=[O:14].O.[NH2:19][NH2:20].